From a dataset of CYP3A4 inhibition data for predicting drug metabolism from PubChem BioAssay. Regression/Classification. Given a drug SMILES string, predict its absorption, distribution, metabolism, or excretion properties. Task type varies by dataset: regression for continuous measurements (e.g., permeability, clearance, half-life) or binary classification for categorical outcomes (e.g., BBB penetration, CYP inhibition). Dataset: cyp3a4_veith. (1) The drug is Cc1ccc(O)cc1.Cc1cccc(O)c1.Cc1ccccc1O. The result is 0 (non-inhibitor). (2) The molecule is CCOC(=O)CNC(=O)CSc1nnc(-c2ccncc2)n1-c1ccc(Cl)cc1. The result is 1 (inhibitor). (3) The molecule is CNc1ncnc2c1ncn2[C@@H]1O[C@@H](CO)[C@H](O)[C@@H]1O. The result is 0 (non-inhibitor).